From a dataset of Forward reaction prediction with 1.9M reactions from USPTO patents (1976-2016). Predict the product of the given reaction. (1) Given the reactants [CH2:1]([S:3](Cl)(=[O:5])=[O:4])[CH3:2].[F:7][CH:8]([F:38])[C:9]1[N:13]([C:14]2[N:19]=[C:18]([N:20]3[CH2:25][CH2:24][O:23][CH2:22][CH2:21]3)[N:17]=[C:16]([NH:26][C@H:27]3[CH2:32][CH2:31][C@H:30]([NH2:33])[CH2:29][CH2:28]3)[N:15]=2)[C:12]2[CH:34]=[CH:35][CH:36]=[CH:37][C:11]=2[N:10]=1.C(=O)C1C=CC=CC=1.C(O)C(N)(CO)CO, predict the reaction product. The product is: [F:38][CH:8]([F:7])[C:9]1[N:13]([C:14]2[N:19]=[C:18]([N:20]3[CH2:21][CH2:22][O:23][CH2:24][CH2:25]3)[N:17]=[C:16]([NH:26][C@H:27]3[CH2:28][CH2:29][C@H:30]([NH:33][S:3]([CH2:1][CH3:2])(=[O:5])=[O:4])[CH2:31][CH2:32]3)[N:15]=2)[C:12]2[CH:34]=[CH:35][CH:36]=[CH:37][C:11]=2[N:10]=1. (2) Given the reactants [Br:1][C:2]1[CH:9]=[CH:8][C:7]([OH:10])=[CH:6][C:3]=1[C:4]#[N:5].C([O-])([O-])=O.[Cs+].[Cs+].I[CH2:18][CH2:19][F:20], predict the reaction product. The product is: [Br:1][C:2]1[CH:9]=[CH:8][C:7]([O:10][CH2:18][CH2:19][F:20])=[CH:6][C:3]=1[C:4]#[N:5]. (3) The product is: [CH:1]1([CH2:4][N:5]2[C:9]3=[N:10][CH:11]=[C:12]([N:14]([CH3:15])[S:38]([C:34]4[S:33][CH:37]=[CH:36][CH:35]=4)(=[O:40])=[O:39])[CH:13]=[C:8]3[N:7]=[C:6]2[CH2:16][C:17]2[CH:22]=[CH:21][C:20]([O:23][CH2:24][CH3:25])=[CH:19][CH:18]=2)[CH2:3][CH2:2]1. Given the reactants [CH:1]1([CH2:4][N:5]2[C:9]3=[N:10][CH:11]=[C:12]([NH:14][CH3:15])[CH:13]=[C:8]3[N:7]=[C:6]2[CH2:16][C:17]2[CH:22]=[CH:21][C:20]([O:23][CH2:24][CH3:25])=[CH:19][CH:18]=2)[CH2:3][CH2:2]1.C(N(CC)CC)C.[S:33]1[CH:37]=[CH:36][CH:35]=[C:34]1[S:38](Cl)(=[O:40])=[O:39], predict the reaction product. (4) Given the reactants [Br:1][C:2]1[CH:3]=[C:4]2[C:9](=[CH:10][CH:11]=1)[NH:8][C@@H:7]([CH2:12][CH3:13])[C@H:6]([CH3:14])[C@H:5]2[NH:15][C:16](=[O:25])[O:17][CH2:18][C:19]1[CH:24]=[CH:23][CH:22]=[CH:21][CH:20]=1.N1C=CC=CC=1.[C:32](Cl)(=[O:34])[CH3:33], predict the reaction product. The product is: [C:32]([N:8]1[C:9]2[C:4](=[CH:3][C:2]([Br:1])=[CH:11][CH:10]=2)[C@H:5]([NH:15][C:16](=[O:25])[O:17][CH2:18][C:19]2[CH:20]=[CH:21][CH:22]=[CH:23][CH:24]=2)[C@@H:6]([CH3:14])[C@@H:7]1[CH2:12][CH3:13])(=[O:34])[CH3:33]. (5) Given the reactants [Br:1][C:2]1[CH:7]=[C:6]([N:8]2[CH2:12][CH2:11][CH2:10][CH2:9]2)[CH:5]=[CH:4][C:3]=1[C:13](=[S:15])[NH2:14].[CH:16]12[O:22][CH:21]1[CH2:20][CH2:19][CH2:18][C:17]2=[O:23].[CH3:24][CH:25](O)[CH3:26], predict the reaction product. The product is: [Br:1][C:2]1[CH:7]=[C:6]([N:8]2[CH2:9][CH2:10][CH2:11][CH2:12]2)[CH:5]=[CH:4][C:3]=1[C:13]1[S:15][C:20]2[CH:21]([OH:22])[CH2:16][CH2:17][CH2:18][C:19]=2[N:14]=1.[Br:1][C:2]1[CH:7]=[C:6]([N:8]2[CH2:9][CH2:10][CH2:11][CH2:12]2)[CH:5]=[CH:4][C:3]=1[C:13]1[S:15][C:16]2[CH:17]([O:23][CH:25]([CH3:26])[CH3:24])[CH2:18][CH2:19][CH2:20][C:21]=2[N:14]=1.